This data is from Reaction yield outcomes from USPTO patents with 853,638 reactions. The task is: Predict the reaction yield, written as a fraction of the theoretical maximum amount of product (1.0 means a 100% yield; for example, 0.34 means a 34% yield). (1) The reactants are [N+:1]([C:4]1[CH:5]=[N:6][CH:7]=[CH:8][C:9]=1[N:10]1[CH2:15][CH2:14][CH2:13][C@H:12]([NH:16][C:17](=[O:23])[O:18][C:19]([CH3:22])([CH3:21])[CH3:20])[CH2:11]1)([O-])=O.CC(O)=O.O. The catalyst is CCO.[Fe]. The product is [NH2:1][C:4]1[CH:5]=[N:6][CH:7]=[CH:8][C:9]=1[N:10]1[CH2:15][CH2:14][CH2:13][C@H:12]([NH:16][C:17](=[O:23])[O:18][C:19]([CH3:21])([CH3:20])[CH3:22])[CH2:11]1. The yield is 0.870. (2) The reactants are [Cl-].O[NH3+:3].[C:4](=[O:7])([O-])[OH:5].[Na+].CS(C)=O.[O:13]1[C:17]2([CH2:22][CH2:21][CH:20]([N:23]3[C:28](=[O:29])[C:27]([CH2:30][C:31]4[CH:36]=[CH:35][C:34]([C:37]5[C:38]([C:43]#[N:44])=[CH:39][CH:40]=[CH:41][CH:42]=5)=[C:33]([N+:45]([O-:47])=[O:46])[CH:32]=4)=[C:26]([CH2:48][CH2:49][CH3:50])[N:25]4[N:51]=[CH:52][CH:53]=[C:24]34)[CH2:19][CH2:18]2)[O:16][CH2:15][CH2:14]1. The catalyst is C(OCC)(=O)C. The product is [O:13]1[C:17]2([CH2:22][CH2:21][CH:20]([N:23]3[C:28](=[O:29])[C:27]([CH2:30][C:31]4[CH:36]=[CH:35][C:34]([C:37]5[CH:42]=[CH:41][CH:40]=[CH:39][C:38]=5[C:43]5[NH:3][C:4](=[O:7])[O:5][N:44]=5)=[C:33]([N+:45]([O-:47])=[O:46])[CH:32]=4)=[C:26]([CH2:48][CH2:49][CH3:50])[N:25]4[N:51]=[CH:52][CH:53]=[C:24]34)[CH2:19][CH2:18]2)[O:16][CH2:15][CH2:14]1. The yield is 0.440. (3) The reactants are C[O-].[Na+].[F:4][C:5]1[CH:6]=[C:7]2[C:11](=[CH:12][CH:13]=1)[C:10](=[CH:14][C:15]1[CH:20]=[CH:19][C:18]([S:21]([CH3:23])=[O:22])=[CH:17][CH:16]=1)[C:9]([CH3:24])=[C:8]2[CH2:25][C:26]([OH:28])=[O:27].C(=O)(O)[O-:30].[Na+].OO.[H][H]. The catalyst is CO.C(#N)C. The product is [F:4][C:5]1[CH:6]=[C:7]2[C:11](=[CH:12][CH:13]=1)[C:10](=[CH:14][C:15]1[CH:20]=[CH:19][C:18]([S:21]([CH3:23])(=[O:30])=[O:22])=[CH:17][CH:16]=1)[C:9]([CH3:24])=[C:8]2[CH2:25][C:26]([OH:28])=[O:27]. The yield is 0.890. (4) The reactants are [CH2:1]([O:8][C:9]1[CH:14]=[CH:13][C:12]([C:15]2[NH:16][C:17]([Cl:22])=[C:18]([CH2:20][OH:21])[N:19]=2)=[C:11]([F:23])[CH:10]=1)[C:2]1[CH:7]=[CH:6][CH:5]=[CH:4][CH:3]=1. The catalyst is C(OCC)(=O)C.C(Cl)(Cl)Cl.[O-2].[O-2].[Mn+4]. The product is [CH2:1]([O:8][C:9]1[CH:14]=[CH:13][C:12]([C:15]2[NH:16][C:17]([Cl:22])=[C:18]([CH:20]=[O:21])[N:19]=2)=[C:11]([F:23])[CH:10]=1)[C:2]1[CH:3]=[CH:4][CH:5]=[CH:6][CH:7]=1. The yield is 0.760. (5) The reactants are [F:1][C:2]1[CH:3]=[C:4]([C:9](=O)[CH2:10][C:11]2[CH:16]=[CH:15][CH:14]=[CH:13][CH:12]=2)[CH:5]=[CH:6][C:7]=1[F:8].[CH2:18]([O:20][C:21]1[CH:22]=[C:23]([CH:26]=[C:27]([N+:30]([O-:32])=[O:31])[C:28]=1[OH:29])[CH:24]=O)[CH3:19].[NH2:33][C:34]([NH2:36])=[O:35].Cl. The catalyst is C(O)C. The product is [F:1][C:2]1[CH:3]=[C:4]([C:9]2[NH:36][C:34](=[O:35])[NH:33][CH:24]([C:23]3[CH:26]=[C:27]([N+:30]([O-:32])=[O:31])[C:28]([OH:29])=[C:21]([O:20][CH2:18][CH3:19])[CH:22]=3)[C:10]=2[C:11]2[CH:16]=[CH:15][CH:14]=[CH:13][CH:12]=2)[CH:5]=[CH:6][C:7]=1[F:8]. The yield is 0.145.